Task: Predict the product of the given reaction.. Dataset: Forward reaction prediction with 1.9M reactions from USPTO patents (1976-2016) (1) Given the reactants [CH:1]1([N:4]([CH:18]2[CH2:23][CH2:22][NH:21][CH2:20][CH2:19]2)[S:5]([C:8]2[CH:13]=[CH:12][CH:11]=[C:10]([C:14]([F:17])([F:16])[F:15])[CH:9]=2)(=[O:7])=[O:6])[CH2:3][CH2:2]1.[F:24][C:25]1[CH:30]=[CH:29][C:28]([C:31](=[O:37])[CH2:32][CH2:33][C:34](O)=[O:35])=[CH:27][CH:26]=1, predict the reaction product. The product is: [CH:1]1([N:4]([CH:18]2[CH2:23][CH2:22][N:21]([C:34](=[O:35])[CH2:33][CH2:32][C:31]([C:28]3[CH:27]=[CH:26][C:25]([F:24])=[CH:30][CH:29]=3)=[O:37])[CH2:20][CH2:19]2)[S:5]([C:8]2[CH:13]=[CH:12][CH:11]=[C:10]([C:14]([F:17])([F:15])[F:16])[CH:9]=2)(=[O:6])=[O:7])[CH2:3][CH2:2]1. (2) Given the reactants Cl[C:2]1[CH:7]=[CH:6][N:5]2[N:8]=[CH:9][C:10]([CH:11]=[O:12])=[C:4]2[N:3]=1.[CH2:13]([N:15]([CH2:18][C:19]1[CH:20]=[C:21]([CH:23]=[CH:24][CH:25]=1)[NH2:22])[CH2:16][CH3:17])[CH3:14].ClCCl, predict the reaction product. The product is: [CH2:13]([N:15]([CH2:18][C:19]1[CH:20]=[C:21]([NH:22][C:2]2[CH:7]=[CH:6][N:5]3[N:8]=[CH:9][C:10]([CH:11]=[O:12])=[C:4]3[N:3]=2)[CH:23]=[CH:24][CH:25]=1)[CH2:16][CH3:17])[CH3:14]. (3) Given the reactants [Br:1][C:2]1[CH:3]=[C:4]([C:12]([NH2:14])=O)[C:5]([F:11])=[C:6]([CH:10]=1)[C:7]([NH2:9])=O.P(Cl)(Cl)(Cl)=O.Cl, predict the reaction product. The product is: [Br:1][C:2]1[CH:3]=[C:4]([C:12]#[N:14])[C:5]([F:11])=[C:6]([CH:10]=1)[C:7]#[N:9]. (4) Given the reactants [Br:1][C:2]1[CH:3]=[C:4]2[C:10](I)=[CH:9][N:8]([S:12]([C:15]3[CH:21]=[CH:20][C:18]([CH3:19])=[CH:17][CH:16]=3)(=[O:14])=[O:13])[C:5]2=[N:6][CH:7]=1.[O:22]1[CH2:27][CH2:26][CH2:25][CH2:24][CH:23]1[N:28]1[CH:32]=[CH:31][C:30](B(O)O)=[N:29]1.C(=O)([O-])[O-].[Na+].[Na+], predict the reaction product. The product is: [Br:1][C:2]1[CH:3]=[C:4]2[C:10]([C:30]3[CH:31]=[CH:32][N:28]([CH:23]4[CH2:24][CH2:25][CH2:26][CH2:27][O:22]4)[N:29]=3)=[CH:9][N:8]([S:12]([C:15]3[CH:21]=[CH:20][C:18]([CH3:19])=[CH:17][CH:16]=3)(=[O:14])=[O:13])[C:5]2=[N:6][CH:7]=1. (5) Given the reactants [CH2:1]([C:8]1[CH:26]=[CH:25][C:11]([CH2:12][NH:13][C:14]2[CH:15]=[CH:16][C:17]([OH:24])=[C:18]([CH:23]=2)[C:19]([O:21][CH3:22])=[O:20])=[CH:10][CH:9]=1)[CH2:2][CH2:3][CH2:4][CH2:5][CH2:6][CH3:7].[O:27]([C:34]1[CH:42]=[CH:41][C:37]([C:38](O)=[O:39])=[CH:36][CH:35]=1)[C:28]1[CH:33]=[CH:32][CH:31]=[CH:30][CH:29]=1, predict the reaction product. The product is: [CH2:1]([C:8]1[CH:26]=[CH:25][C:11]([CH2:12][N:13]([C:14]2[CH:15]=[CH:16][C:17]([OH:24])=[C:18]([CH:23]=2)[C:19]([O:21][CH3:22])=[O:20])[C:38](=[O:39])[C:37]2[CH:36]=[CH:35][C:34]([O:27][C:28]3[CH:33]=[CH:32][CH:31]=[CH:30][CH:29]=3)=[CH:42][CH:41]=2)=[CH:10][CH:9]=1)[CH2:2][CH2:3][CH2:4][CH2:5][CH2:6][CH3:7]. (6) Given the reactants [CH3:1][C:2]1([CH3:11])[CH2:7][C:6](=[O:8])[CH2:5][C:4]([CH3:10])([CH3:9])[NH:3]1.OO.[C:14](=O)([O-])[O-:15].[Na+].[Na+].Cl.C(=O)C.[Cl-].[Na+], predict the reaction product. The product is: [CH3:14][O:15][N:3]1[C:4]([CH3:10])([CH3:9])[CH2:5][C:6](=[O:8])[CH2:7][C:2]1([CH3:11])[CH3:1].